Predict the reaction yield, written as a fraction of the theoretical maximum amount of product (1.0 means a 100% yield; for example, 0.34 means a 34% yield). From a dataset of Reaction yield outcomes from USPTO patents with 853,638 reactions. (1) The reactants are [C:1](/[C:3](=[CH:9]/[C:10]1[CH:15]=[CH:14][C:13]([C:16]2[N:20]=[CH:19][N:18]([C:21]3[CH:26]=[CH:25][C:24]([O:27][C:28]([F:31])([F:30])[F:29])=[CH:23][CH:22]=3)[N:17]=2)=[CH:12][CH:11]=1)/[C:4]([O:6]CC)=[O:5])#[N:2].[OH-].[Li+]. The catalyst is O1CCCC1.CO.O. The product is [C:1](/[C:3](=[CH:9]/[C:10]1[CH:11]=[CH:12][C:13]([C:16]2[N:20]=[CH:19][N:18]([C:21]3[CH:26]=[CH:25][C:24]([O:27][C:28]([F:29])([F:30])[F:31])=[CH:23][CH:22]=3)[N:17]=2)=[CH:14][CH:15]=1)/[C:4]([OH:6])=[O:5])#[N:2]. The yield is 0.820. (2) The reactants are [C:1](Cl)(=[O:8])[C:2]1[CH:7]=[CH:6][CH:5]=[CH:4][CH:3]=1.[CH3:10][O:11][C:12]([C:14]1[S:18][C:17]([NH2:19])=[N:16][CH:15]=1)=[O:13].N1C=CC=CC=1. The catalyst is CN(C)C1C=CN=CC=1.CN(C)C=O. The product is [CH3:10][O:11][C:12]([C:14]1[S:18][C:17]([NH:19][C:1](=[O:8])[C:2]2[CH:7]=[CH:6][CH:5]=[CH:4][CH:3]=2)=[N:16][CH:15]=1)=[O:13]. The yield is 0.780. (3) The product is [CH2:4]([O:7][C@H:8]1[CH2:13][CH2:12][C@H:11]([NH2:14])[CH2:10][CH2:9]1)[CH2:5][CH3:6]. The catalyst is CCO. The yield is 0.720. The reactants are O.NN.[CH2:4]([O:7][C@H:8]1[CH2:13][CH2:12][C@H:11]([N:14]2C(=O)C3C(=CC=CC=3)C2=O)[CH2:10][CH2:9]1)[CH2:5][CH3:6]. (4) The reactants are [H-].[Na+].[CH3:3][O:4][C:5]([CH2:7]P(OC)(OC)=O)=[O:6].[Br:14][C:15]1[CH:20]=[CH:19][C:18]([C:21]2([CH2:28][OH:29])[CH2:26][CH2:25][C:24](=O)[CH2:23][CH2:22]2)=[CH:17][CH:16]=1. The catalyst is CO. The product is [Br:14][C:15]1[CH:16]=[CH:17][C:18]([C:21]2([CH2:28][OH:29])[CH2:26][CH2:25][C:24](=[CH:7][C:5]([O:4][CH3:3])=[O:6])[CH2:23][CH2:22]2)=[CH:19][CH:20]=1. The yield is 0.860. (5) The reactants are Br.[CH3:2]P(C1C=CC=CC=1)(C1C=CC=CC=1)C1C=CC=CC=1.C[Si](C)(C)N[Si](C)(C)C.[Na].O=[C:33]1[CH2:37][CH2:36][N:35]([C:38]([O:40][C:41]([CH3:44])([CH3:43])[CH3:42])=[O:39])[CH2:34]1. The catalyst is C1(C)C=CC=CC=1.O1CCCC1. The product is [CH2:2]=[C:33]1[CH2:37][CH2:36][N:35]([C:38]([O:40][C:41]([CH3:44])([CH3:43])[CH3:42])=[O:39])[CH2:34]1. The yield is 0.886. (6) The reactants are [C:1]([O:5][C:6]([NH:8][C:9]1[S:10][C:11]([CH:19]=[O:20])=[C:12]([C:14]2[O:15][CH:16]=[CH:17][CH:18]=2)[N:13]=1)=[O:7])([CH3:4])([CH3:3])[CH3:2].[CH2:21]([Li])[CH2:22][CH2:23][CH3:24].CCCCCC.[Cl-].[NH4+]. The catalyst is C1COCC1. The product is [O:15]1[CH:16]=[CH:17][CH:18]=[C:14]1[C:12]1[N:13]=[C:9]([NH:8][C:6](=[O:7])[O:5][C:1]([CH3:4])([CH3:2])[CH3:3])[S:10][C:11]=1[CH:19]([OH:20])[CH2:21][CH2:22][CH2:23][CH3:24]. The yield is 0.630.